From a dataset of NCI-60 drug combinations with 297,098 pairs across 59 cell lines. Regression. Given two drug SMILES strings and cell line genomic features, predict the synergy score measuring deviation from expected non-interaction effect. Drug 1: C1=NC2=C(N1)C(=S)N=CN2. Drug 2: C(CC(=O)O)C(=O)CN.Cl. Cell line: COLO 205. Synergy scores: CSS=15.8, Synergy_ZIP=-8.32, Synergy_Bliss=1.23, Synergy_Loewe=-4.15, Synergy_HSA=0.549.